From a dataset of Forward reaction prediction with 1.9M reactions from USPTO patents (1976-2016). Predict the product of the given reaction. (1) Given the reactants [CH3:1][NH:2][CH2:3][CH:4]1[CH2:8][C:7]2[CH:9]=[CH:10][CH:11]=[C:12]([C:13]3[C:18]([Cl:19])=[CH:17][CH:16]=[CH:15][C:14]=3[Cl:20])[C:6]=2[O:5]1.C(N(C(C)C)CC)(C)C.Cl[C:31]([O:33][CH2:34][C:35]1[CH:40]=[CH:39][CH:38]=[CH:37][CH:36]=1)=[O:32], predict the reaction product. The product is: [Cl:20][C:14]1[CH:15]=[CH:16][CH:17]=[C:18]([Cl:19])[C:13]=1[C:12]1[C:6]2[O:5][CH:4]([CH2:3][N:2]([CH3:1])[C:31](=[O:32])[O:33][CH2:34][C:35]3[CH:40]=[CH:39][CH:38]=[CH:37][CH:36]=3)[CH2:8][C:7]=2[CH:9]=[CH:10][CH:11]=1. (2) Given the reactants Br[C:2]1[CH:3]=[N:4][CH:5]=[C:6]([Br:8])[CH:7]=1.[Br-].[CH2:10]([Zn+])[C:11]1[CH:16]=[CH:15][CH:14]=[CH:13][CH:12]=1, predict the reaction product. The product is: [CH2:10]([C:2]1[CH:3]=[N:4][CH:5]=[C:6]([Br:8])[CH:7]=1)[C:11]1[CH:16]=[CH:15][CH:14]=[CH:13][CH:12]=1. (3) Given the reactants Br[C:2]1[CH:3]=[N:4][C:5]2[N:6]([CH:8]=[C:9]([CH2:11][O:12][C:13]3[CH:14]=[N:15][CH:16]=[C:17]([F:19])[CH:18]=3)[N:10]=2)[CH:7]=1.[F:20][C:21]1[CH:26]=[CH:25][C:24](B(O)O)=[C:23]([CH3:30])[CH:22]=1, predict the reaction product. The product is: [F:20][C:21]1[CH:26]=[CH:25][C:24]([C:2]2[CH:3]=[N:4][C:5]3[N:6]([CH:8]=[C:9]([CH2:11][O:12][C:13]4[CH:14]=[N:15][CH:16]=[C:17]([F:19])[CH:18]=4)[N:10]=3)[CH:7]=2)=[C:23]([CH3:30])[CH:22]=1. (4) The product is: [C:1]([O:4][C@@H:5]1[C@@H:19]([O:20][C:21](=[O:23])[CH3:22])[C@H:18]([O:24][C:25](=[O:27])[CH3:26])[CH2:17][S:16][C@H:6]1[O:7][C:8]1[C:9]([C:14]2[NH:30][N:29]=[N:28][N:15]=2)=[N:10][CH:11]=[CH:12][CH:13]=1)(=[O:3])[CH3:2]. Given the reactants [C:1]([O:4][C@@H:5]1[C@@H:19]([O:20][C:21](=[O:23])[CH3:22])[C@H:18]([O:24][C:25](=[O:27])[CH3:26])[CH2:17][S:16][C@H:6]1[O:7][C:8]1[C:9]([C:14]#[N:15])=[N:10][CH:11]=[CH:12][CH:13]=1)(=[O:3])[CH3:2].[N:28]([Sn](C)(C)C)=[N+:29]=[N-:30].O.Cl, predict the reaction product. (5) Given the reactants Cl.[Cl:2][CH2:3][CH2:4][NH:5][CH2:6][CH2:7][Cl:8].[C:9](O[C:9]([O:11][C:12]([CH3:15])([CH3:14])[CH3:13])=[O:10])([O:11][C:12]([CH3:15])([CH3:14])[CH3:13])=[O:10].C(N(CC)CC)C.O, predict the reaction product. The product is: [C:12]([O:11][C:9]([N:5]([CH2:6][CH2:7][Cl:8])[CH2:4][CH2:3][Cl:2])=[O:10])([CH3:15])([CH3:14])[CH3:13]. (6) Given the reactants [F:1][C:2]1[CH:7]=[CH:6][C:5]([N:8]2[C:16]3[CH:15]=[C:14]4[CH2:17][CH2:18][C@H:19]5[C:24]([C@@:13]4([CH3:30])[CH2:12][C:11]=3[CH:10]=[N:9]2)=[CH:23][CH2:22][C@@H:21]([C:25]([F:28])([F:27])[F:26])[C@@H:20]5[NH2:29])=[CH:4][CH:3]=1.[CH3:31][C:32]1[CH:33]=[C:34]([N:38]=[C:39]=[O:40])[CH:35]=[CH:36][CH:37]=1, predict the reaction product. The product is: [F:1][C:2]1[CH:3]=[CH:4][C:5]([N:8]2[C:16]3[CH:15]=[C:14]4[CH2:17][CH2:18][C@H:19]5[C:24]([C@@:13]4([CH3:30])[CH2:12][C:11]=3[CH:10]=[N:9]2)=[CH:23][CH2:22][C@@H:21]([C:25]([F:27])([F:26])[F:28])[C@@H:20]5[NH:29][C:39]([NH:38][C:34]2[CH:35]=[CH:36][CH:37]=[C:32]([CH3:31])[CH:33]=2)=[O:40])=[CH:6][CH:7]=1.